This data is from Reaction yield outcomes from USPTO patents with 853,638 reactions. The task is: Predict the reaction yield, written as a fraction of the theoretical maximum amount of product (1.0 means a 100% yield; for example, 0.34 means a 34% yield). (1) The reactants are Cl[C:2]1[C:3]2[N:11]=[C:10]([C:12]3[CH:17]=[CH:16][C:15]([F:18])=[CH:14][CH:13]=3)[CH:9]=[CH:8][C:4]=2[N:5]=[CH:6][N:7]=1.O(C1C2N=C(C3C=CC(F)=CC=3)C=CC=2N=CN=1)C1C=CC=CC=1.[CH3:43][O:44][CH2:45][CH2:46][OH:47]. The yield is 0.780. The product is [CH3:43][O:44][CH2:45][CH2:46][O:47][C:2]1[C:3]2[N:11]=[C:10]([C:12]3[CH:17]=[CH:16][C:15]([F:18])=[CH:14][CH:13]=3)[CH:9]=[CH:8][C:4]=2[N:5]=[CH:6][N:7]=1. No catalyst specified. (2) The reactants are [F:1][C:2]([F:38])([F:37])[C:3]1[CH:32]=[C:31]([C:33]([F:36])([F:35])[F:34])[CH:30]=[CH:29][C:4]=1[CH2:5][N:6]1[C:14]2[C:9](=[CH:10][C:11]([CH:15]=[C:16]3[S:20][C:19]([N:21]([CH3:27])[CH:22]4[CH2:26][CH2:25][NH:24][CH2:23]4)=[N:18][C:17]3=[O:28])=[CH:12][CH:13]=2)[CH:8]=[N:7]1.C(=O)([O-])[O-].[K+].[K+].Br[CH2:46][C:47]([NH2:49])=[O:48]. The catalyst is CN(C=O)C. The product is [F:38][C:2]([F:37])([F:1])[C:3]1[CH:32]=[C:31]([C:33]([F:36])([F:34])[F:35])[CH:30]=[CH:29][C:4]=1[CH2:5][N:6]1[C:14]2[C:9](=[CH:10][C:11]([CH:15]=[C:16]3[S:20][C:19]([N:21]([CH3:27])[C@@H:22]4[CH2:26][CH2:25][N:24]([CH2:46][C:47]([NH2:49])=[O:48])[CH2:23]4)=[N:18][C:17]3=[O:28])=[CH:12][CH:13]=2)[CH:8]=[N:7]1. The yield is 0.750. (3) The reactants are [C:1]([O:5][C:6](=[O:27])[C@:7]([N:24]=[C:25]=[O:26])([CH3:23])[CH2:8][C:9]1[CH:10]=[N:11][C:12]([NH:15][C:16]([O:18][C:19]([CH3:22])([CH3:21])[CH3:20])=[O:17])=[CH:13][CH:14]=1)([CH3:4])([CH3:3])[CH3:2].[NH2:28][C@@H:29]1[CH2:44][C:43]2=[CH:45][CH:46]=[C:40]([CH:41]=[CH:42]2)[O:39][CH2:38][CH2:37][CH2:36][CH2:35][O:34][CH2:33][C@H:32]([CH:47]([CH3:49])[CH3:48])[NH:31][C:30]1=[O:50]. The catalyst is P([O-])([O-])([O-])=O. The product is [C:1]([O:5][C:6](=[O:27])[C@:7]([NH:24][C:25]([NH:28][C@@H:29]1[CH2:44][C:43]2=[CH:42][CH:41]=[C:40]([CH:46]=[CH:45]2)[O:39][CH2:38][CH2:37][CH2:36][CH2:35][O:34][CH2:33][C@H:32]([CH:47]([CH3:48])[CH3:49])[NH:31][C:30]1=[O:50])=[O:26])([CH3:23])[CH2:8][C:9]1[CH:10]=[N:11][C:12]([NH:15][C:16]([O:18][C:19]([CH3:20])([CH3:22])[CH3:21])=[O:17])=[CH:13][CH:14]=1)([CH3:2])([CH3:3])[CH3:4]. The yield is 0.860. (4) The reactants are [I:1][C:2]1[C:7]([OH:8])=[CH:6][CH:5]=[CH:4][N:3]=1.[S:9]1[CH:13]=[CH:12][C:11]([CH2:14][CH2:15]O)=[CH:10]1.C1(P(C2C=CC=CC=2)C2C=CC=CC=2)C=CC=CC=1.O1CCCC1.N(C(OC(C)C)=O)=NC(OC(C)C)=O. No catalyst specified. The product is [I:1][C:2]1[C:7]([O:8][CH2:15][CH2:14][C:11]2[CH:12]=[CH:13][S:9][CH:10]=2)=[CH:6][CH:5]=[CH:4][N:3]=1. The yield is 0.900. (5) The yield is 0.621. The reactants are I[C:2]1[CH:14]=[CH:13][C:12]2[C:11]3[C:6](=[CH:7][CH:8]=[CH:9][CH:10]=3)[C:5]([CH3:16])([CH3:15])[C:4]=2[CH:3]=1.[C:17]1(C)C=CC=C[CH:18]=1.C(=O)([O-])[O-].[Na+].[Na+]. The catalyst is C1C=CC([P]([Pd]([P](C2C=CC=CC=2)(C2C=CC=CC=2)C2C=CC=CC=2)([P](C2C=CC=CC=2)(C2C=CC=CC=2)C2C=CC=CC=2)[P](C2C=CC=CC=2)(C2C=CC=CC=2)C2C=CC=CC=2)(C2C=CC=CC=2)C2C=CC=CC=2)=CC=1.C(O)C. The product is [CH:17]([C:2]1[CH:14]=[CH:13][C:12]2[C:11]3[C:6](=[CH:7][CH:8]=[CH:9][CH:10]=3)[C:5]([CH3:16])([CH3:15])[C:4]=2[CH:3]=1)=[CH2:18]. (6) The yield is 0.560. The catalyst is CO.[Pd]. The product is [NH2:1][C:4]1[CH:13]=[CH:12][CH:11]=[C:10]2[C:5]=1[N:6]=[CH:7][CH:8]=[N:9]2. The reactants are [N+:1]([C:4]1[CH:13]=[CH:12][CH:11]=[C:10]2[C:5]=1[N:6]=[CH:7][CH:8]=[N:9]2)([O-])=O.C([O-])=O.[NH4+].CCOC(C)=O.CCCCCCC. (7) The reactants are [Cl:1][C:2]1[CH:3]=[C:4]2[C:10](I)=[CH:9][N:8]([Si:12]([CH:19]([CH3:21])[CH3:20])([CH:16]([CH3:18])[CH3:17])[CH:13]([CH3:15])[CH3:14])[C:5]2=[N:6][CH:7]=1.C([Mg]Cl)(C)C.[C:27]([O:31][C:32](=[O:50])[N:33]([CH2:42][C:43]1[CH:48]=[CH:47][C:46]([F:49])=[CH:45][CH:44]=1)[C:34]1[S:35][C:36]([CH:40]=[O:41])=[C:37](Cl)[N:38]=1)([CH3:30])([CH3:29])[CH3:28]. The catalyst is O1CCCC1. The product is [C:27]([O:31][C:32](=[O:50])[N:33]([C:34]1[S:35][C:36]([CH:40]([C:10]2[C:4]3[C:5](=[N:6][CH:7]=[C:2]([Cl:1])[CH:3]=3)[N:8]([Si:12]([CH:19]([CH3:21])[CH3:20])([CH:16]([CH3:18])[CH3:17])[CH:13]([CH3:15])[CH3:14])[CH:9]=2)[OH:41])=[CH:37][N:38]=1)[CH2:42][C:43]1[CH:44]=[CH:45][C:46]([F:49])=[CH:47][CH:48]=1)([CH3:30])([CH3:28])[CH3:29]. The yield is 0.300.